From a dataset of Forward reaction prediction with 1.9M reactions from USPTO patents (1976-2016). Predict the product of the given reaction. (1) Given the reactants [Br:1][C:2]1[CH:7]=[CH:6][C:5](B(O)O)=[C:4]([O:11][CH3:12])[CH:3]=1.[N-:13]=[N+:14]=[N-:15].[Na+].[Cl-].[NH4+].[OH-].[NH4+], predict the reaction product. The product is: [N:13]([C:5]1[CH:6]=[CH:7][C:2]([Br:1])=[CH:3][C:4]=1[O:11][CH3:12])=[N+:14]=[N-:15]. (2) Given the reactants [OH-].[Na+].[Br:3][C:4]1[CH:5]=[C:6]([N:15]([CH:18]2[CH2:22][CH2:21][CH2:20][CH2:19]2)[CH2:16][CH3:17])[C:7]([CH3:14])=[C:8]([CH:13]=1)[C:9]([O:11]C)=O.[NH2:23][CH2:24][C:25]1[C:26](=[O:33])[NH:27][C:28]([CH3:32])=[CH:29][C:30]=1[CH3:31].C1CN([P+](ON2N=NC3C=CC=CC2=3)(N2CCCC2)N2CCCC2)CC1.F[P-](F)(F)(F)(F)F, predict the reaction product. The product is: [Br:3][C:4]1[CH:5]=[C:6]([N:15]([CH:18]2[CH2:22][CH2:21][CH2:20][CH2:19]2)[CH2:16][CH3:17])[C:7]([CH3:14])=[C:8]([CH:13]=1)[C:9]([NH:23][CH2:24][C:25]1[C:26](=[O:33])[NH:27][C:28]([CH3:32])=[CH:29][C:30]=1[CH3:31])=[O:11]. (3) Given the reactants [CH:1]1([NH:5][N:6]2[C:15]3[C:10](=[CH:11][CH:12]=[CH:13][CH:14]=3)[C:9]([OH:16])=[CH:8][C:7]2=[O:17])[CH2:4][CH2:3][CH2:2]1.S(OC)(O[C:22](SC)([S:25][CH3:26])[S:23][CH3:24])(=O)=O.N1C=CC=CC=1, predict the reaction product. The product is: [CH3:24][S:23][C:22]([S:25][CH3:26])=[C:8]1[C:9](=[O:16])[C:10]2[C:15](=[CH:14][CH:13]=[CH:12][CH:11]=2)[N:6]([NH:5][CH:1]2[CH2:2][CH2:3][CH2:4]2)[C:7]1=[O:17]. (4) Given the reactants C(OC([N:8]1[CH2:13][CH2:12][N:11]([C:14]2[C:15]3[C:30]([O:31][CH3:32])=[CH:29][N:28]=[CH:27][C:16]=3[N:17]=[C:18]([C:20]3[CH:25]=[CH:24][N:23]=[C:22](Cl)[CH:21]=3)[N:19]=2)[CH2:10][CH2:9]1)=O)(C)(C)C.[CH3:33][C:34]1[CH:39]=[C:38]([N:40]2[CH2:45][CH2:44][N:43]([CH3:46])[CH2:42][CH2:41]2)[CH:37]=[CH:36][C:35]=1[NH2:47], predict the reaction product. The product is: [CH3:32][O:31][C:30]1[C:15]2[C:14]([N:11]3[CH2:12][CH2:13][NH:8][CH2:9][CH2:10]3)=[N:19][C:18]([C:20]3[CH:25]=[CH:24][N:23]=[C:22]([NH:47][C:35]4[CH:36]=[CH:37][C:38]([N:40]5[CH2:41][CH2:42][N:43]([CH3:46])[CH2:44][CH2:45]5)=[CH:39][C:34]=4[CH3:33])[CH:21]=3)=[N:17][C:16]=2[CH:27]=[N:28][CH:29]=1. (5) Given the reactants [N:1]1C=CC=C[CH:2]=1.[N:7]1([C:13]2[N:18]=[C:17]([CH2:19][C:20](=[O:36])[N:21]3[C:29]4[C:24](=[C:25](C5C=CN=CC=5)[CH:26]=[CH:27][CH:28]=4)[CH2:23][CH2:22]3)[NH:16][C:15](=[O:37])[CH:14]=2)[CH2:12][CH2:11][O:10][CH2:9][CH2:8]1.Cl.[CH3:39][N:40]([CH3:49])[CH2:41][CH2:42]CN=C=NCC.N1(C2N=C(CC([O-])=O)NC(=O)C=2)CCOCC1.[Na+], predict the reaction product. The product is: [CH3:49][N:40]1[CH2:39][CH2:2][N:1]([C:25]2[CH:26]=[CH:27][CH:28]=[C:29]3[C:24]=2[CH2:23][CH2:22][N:21]3[C:20](=[O:36])[CH2:19][C:17]2[NH:16][C:15](=[O:37])[CH:14]=[C:13]([N:7]3[CH2:8][CH2:9][O:10][CH2:11][CH2:12]3)[N:18]=2)[CH2:42][CH2:41]1. (6) The product is: [CH3:19][C@H:17]1[NH:18][C:24](=[O:26])[N:15]([C:12]2[CH:13]=[CH:14][C:9]([O:8][C:5]3[CH:6]=[CH:7][C:2]([CH3:1])=[C:3]([O:21][CH3:22])[CH:4]=3)=[CH:10][CH:11]=2)[C:16]1=[O:20]. Given the reactants [CH3:1][C:2]1[CH:7]=[CH:6][C:5]([O:8][C:9]2[CH:14]=[CH:13][C:12]([NH:15][C:16](=[O:20])[C@@H:17]([CH3:19])[NH2:18])=[CH:11][CH:10]=2)=[CH:4][C:3]=1[O:21][CH3:22].Cl[C:24](Cl)([O:26]C(=O)OC(Cl)(Cl)Cl)Cl, predict the reaction product. (7) Given the reactants [Cl:1][C:2]1[CH:7]=[CH:6][C:5]([N:8]2[C:13](=[O:14])[C:12]3[CH:15]=[N:16][N:17]([C:18]4[CH:23]=[CH:22][CH:21]=[C:20]([S:24]([N:27]5[C:31]([CH3:32])=[CH:30][CH:29]=[C:28]5[CH3:33])(=[O:26])=[O:25])[CH:19]=4)[C:11]=3[N:10]=[C:9]2[C:34]2[CH:39]=[CH:38][C:37](B3OC(C)(C)C(C)(C)O3)=[CH:36][CH:35]=2)=[CH:4][CH:3]=1.[NH2:49][C:50]1[CH:51]=[CH:52][C:53](Br)=[N:54][CH:55]=1.C(=O)([O-])[O-].[Cs+].[Cs+], predict the reaction product. The product is: [NH2:49][C:50]1[CH:51]=[CH:52][C:53]([C:37]2[CH:38]=[CH:39][C:34]([C:9]3[N:8]([C:5]4[CH:4]=[CH:3][C:2]([Cl:1])=[CH:7][CH:6]=4)[C:13](=[O:14])[C:12]4[CH:15]=[N:16][N:17]([C:18]5[CH:23]=[CH:22][CH:21]=[C:20]([S:24]([N:27]6[C:31]([CH3:32])=[CH:30][CH:29]=[C:28]6[CH3:33])(=[O:25])=[O:26])[CH:19]=5)[C:11]=4[N:10]=3)=[CH:35][CH:36]=2)=[N:54][CH:55]=1. (8) Given the reactants [F:1][C:2]([C:5]1[CH:6]=[C:7](B2OC(C)(C)C(C)(C)O2)[CH:8]=[C:9]([F:11])[CH:10]=1)([F:4])[CH3:3].[Cl:21][C:22]1[CH:23]=[C:24]([CH2:28][N:29]2[CH:33]=[CH:32][N:31]=[C:30]2[CH3:34])[N:25]=[N:26][CH:27]=1, predict the reaction product. The product is: [ClH:21].[F:4][C:2]([C:5]1[CH:6]=[C:7]([C:22]2[CH:23]=[C:24]([CH2:28][N:29]3[CH:33]=[CH:32][N:31]=[C:30]3[CH3:34])[N:25]=[N:26][CH:27]=2)[CH:8]=[C:9]([F:11])[CH:10]=1)([F:1])[CH3:3]. (9) Given the reactants Br[C:2]1[CH:35]=[CH:34][C:5]([CH2:6][O:7][C:8]2[CH:13]=[CH:12][CH:11]=[CH:10][C:9]=2[C:14]2[N:19]=[C:18]([N:20]3[C:24]([C:25]([F:28])([F:27])[F:26])=[C:23]([C:29]([O:31][CH2:32][CH3:33])=[O:30])[CH:22]=[N:21]3)[CH:17]=[CH:16][CH:15]=2)=[CH:4][CH:3]=1.[F:36][C:37]([F:50])([F:49])[C:38]1[CH:43]=[CH:42][C:41]([CH:44]=[CH:45]B(O)O)=[CH:40][CH:39]=1.C(=O)([O-])[O-].[Na+].[Na+], predict the reaction product. The product is: [F:26][C:25]([F:28])([F:27])[C:24]1[N:20]([C:18]2[CH:17]=[CH:16][CH:15]=[C:14]([C:9]3[CH:10]=[CH:11][CH:12]=[CH:13][C:8]=3[O:7][CH2:6][C:5]3[CH:34]=[CH:35][C:2](/[CH:45]=[CH:44]/[C:41]4[CH:40]=[CH:39][C:38]([C:37]([F:36])([F:49])[F:50])=[CH:43][CH:42]=4)=[CH:3][CH:4]=3)[N:19]=2)[N:21]=[CH:22][C:23]=1[C:29]([O:31][CH2:32][CH3:33])=[O:30]. (10) The product is: [C:42]1([CH3:52])[CH:43]=[CH:44][C:45]([S:48]([OH:51])(=[O:49])=[O:50])=[CH:46][CH:47]=1.[N:1]1([CH2:6][CH2:7][CH2:8][CH2:9][NH:10][C:11]([C:13]2[C:14]3[S:22][CH:21]=[C:20]([CH2:23][O:24][C:25]4[CH:30]=[CH:29][CH:28]=[C:27]([NH:31][C:32](=[O:40])[C:33]5[CH:34]=[CH:35][C:36]([Cl:39])=[CH:37][CH:38]=5)[CH:26]=4)[C:15]=3[C:16]([NH2:19])=[N:17][CH:18]=2)=[O:12])[CH2:5][CH2:4][CH2:3][CH2:2]1. Given the reactants [N:1]1([CH2:6][CH2:7][CH2:8][CH2:9][NH:10][C:11]([C:13]2[C:14]3[S:22][CH:21]=[C:20]([CH2:23][O:24][C:25]4[CH:30]=[CH:29][CH:28]=[C:27]([NH:31][C:32](=[O:40])[C:33]5[CH:38]=[CH:37][C:36]([Cl:39])=[CH:35][CH:34]=5)[CH:26]=4)[C:15]=3[C:16]([NH2:19])=[N:17][CH:18]=2)=[O:12])[CH2:5][CH2:4][CH2:3][CH2:2]1.O.[C:42]1([CH3:52])[CH:47]=[CH:46][C:45]([S:48]([OH:51])(=[O:50])=[O:49])=[CH:44][CH:43]=1, predict the reaction product.